Dataset: Catalyst prediction with 721,799 reactions and 888 catalyst types from USPTO. Task: Predict which catalyst facilitates the given reaction. Reactant: [O:1]=[C:2]1[NH:6][CH:5]([C:7]2[CH:12]=[CH:11][N:10]=[CH:9][CH:8]=2)[CH2:4][N:3]1[CH:13]1[CH2:18][CH2:17][N:16](C(OCC2C=CC=CC=2)=O)[CH2:15][CH2:14]1.[H][H]. Product: [NH:16]1[CH2:15][CH2:14][CH:13]([N:3]2[CH2:4][CH:5]([C:7]3[CH:12]=[CH:11][N:10]=[CH:9][CH:8]=3)[NH:6][C:2]2=[O:1])[CH2:18][CH2:17]1. The catalyst class is: 29.